Dataset: Full USPTO retrosynthesis dataset with 1.9M reactions from patents (1976-2016). Task: Predict the reactants needed to synthesize the given product. The reactants are: [CH3:1][O:2][C:3]1[CH:8]=[CH:7][C:6]([NH2:9])=[CH:5][CH:4]=1.Br[C:11]1[CH:17]=[CH:16][C:14](N)=[CH:13][CH:12]=1.C[C:19](C)([O-:21])C.[Na+]. Given the product [CH3:1][O:2][C:3]1[CH:8]=[CH:7][C:6]([NH:9][C:17]2[C:11]([O:21][CH3:19])=[CH:12][CH:13]=[CH:14][CH:16]=2)=[CH:5][CH:4]=1, predict the reactants needed to synthesize it.